Predict the reactants needed to synthesize the given product. From a dataset of Full USPTO retrosynthesis dataset with 1.9M reactions from patents (1976-2016). Given the product [Cl:24][C:10]1[S:9][C:8]([NH:7][C:5]([N:4]([CH2:25][CH2:26][CH:27]([C:28]2[CH:33]=[CH:32][CH:31]=[CH:30][CH:29]=2)[C:34]2[CH:35]=[CH:36][CH:37]=[CH:38][CH:39]=2)[CH2:3][CH2:2][S:20]([NH2:19])(=[O:22])=[O:21])=[O:6])=[N:12][C:11]=1[C:13]1[CH:14]=[CH:15][C:16]([NH:19][S:20]([CH3:23])(=[O:22])=[O:21])=[CH:17][CH:18]=1, predict the reactants needed to synthesize it. The reactants are: N[CH2:2][CH2:3][N:4]([CH2:25][CH2:26][CH:27]([C:34]1[CH:39]=[CH:38][CH:37]=[CH:36][CH:35]=1)[C:28]1[CH:33]=[CH:32][CH:31]=[CH:30][CH:29]=1)[C:5]([NH:7][C:8]1[S:9][C:10]([Cl:24])=[C:11]([C:13]2[CH:18]=[CH:17][C:16]([NH:19][S:20]([CH3:23])(=[O:22])=[O:21])=[CH:15][CH:14]=2)[N:12]=1)=[O:6].N[C@@H]1CCCN(C(OC(C)(C)C)=O)C1.C(O[BH-](OC(=O)C)OC(=O)C)(=O)C.[Na+].